This data is from Forward reaction prediction with 1.9M reactions from USPTO patents (1976-2016). The task is: Predict the product of the given reaction. (1) Given the reactants O[CH2:2][CH:3]([C:7]1[CH:12]=[CH:11][CH:10]=[CH:9][CH:8]=1)[C:4]([OH:6])=O.[C:13]1([NH:19][C:20](=[S:23])[NH:21][NH2:22])[CH:18]=[CH:17][CH:16]=[CH:15][CH:14]=1.Cl, predict the reaction product. The product is: [OH:6][CH2:4][CH:3]([C:2]1[N:19]([C:13]2[CH:14]=[CH:15][CH:16]=[CH:17][CH:18]=2)[C:20](=[S:23])[NH:21][N:22]=1)[C:7]1[CH:12]=[CH:11][CH:10]=[CH:9][CH:8]=1. (2) Given the reactants [F:1][CH2:2][C@@:3]1([OH:20])[C@@H:8]([CH3:9])[CH2:7][C:6]([C:10]2[CH:15]=[CH:14][N:13]=[CH:12][C:11]=2[N+:16]([O-])=O)=[CH:5][C@H:4]1[OH:19], predict the reaction product. The product is: [NH2:16][C:11]1[CH:12]=[N:13][CH:14]=[CH:15][C:10]=1[C@@H:6]1[CH2:7][C@H:8]([CH3:9])[C@@:3]([CH2:2][F:1])([OH:20])[C@H:4]([OH:19])[CH2:5]1. (3) Given the reactants [CH3:1][CH2:2][O:3][C:4]([C@@H:6]1[CH2:10][C@H:9]([C:11]([CH3:13])=[CH2:12])[C@H:8]([C:14]2[CH:19]=[CH:18][C:17]([O:20][CH3:21])=[C:16]([O:22][CH2:23][CH2:24][CH2:25][O:26][CH3:27])[CH:15]=2)[N:7]1[C:28]([O:30][C:31]([CH3:34])([CH3:33])[CH3:32])=[O:29])=[O:5], predict the reaction product. The product is: [CH3:1][CH2:2][O:3][C:4]([C@@H:6]1[CH2:10][C@@H:9]([CH:11]([CH3:13])[CH3:12])[C@H:8]([C:14]2[CH:19]=[CH:18][C:17]([O:20][CH3:21])=[C:16]([O:22][CH2:23][CH2:24][CH2:25][O:26][CH3:27])[CH:15]=2)[N:7]1[C:28]([O:30][C:31]([CH3:34])([CH3:32])[CH3:33])=[O:29])=[O:5].